Dataset: TCR-epitope binding with 47,182 pairs between 192 epitopes and 23,139 TCRs. Task: Binary Classification. Given a T-cell receptor sequence (or CDR3 region) and an epitope sequence, predict whether binding occurs between them. (1) The epitope is WICLLQFAY. The TCR CDR3 sequence is CASSLDIHNTEAFF. Result: 0 (the TCR does not bind to the epitope). (2) The epitope is FTISVTTEIL. The TCR CDR3 sequence is CASGQVTNQPQHF. Result: 1 (the TCR binds to the epitope).